This data is from Full USPTO retrosynthesis dataset with 1.9M reactions from patents (1976-2016). The task is: Predict the reactants needed to synthesize the given product. (1) Given the product [C:1]([O:9][CH2:10][CH2:11][N:12]1[C:20]2[C:19]([NH:22][C:23]3[CH:43]=[CH:42][C:26]([O:27][C:28]4[CH:36]=[CH:35][CH:34]=[C:33]5[C:29]=4[CH2:30][C:31](=[O:41])[N:32]5[CH2:37][CH:38]4[CH2:39][CH2:40]4)=[C:25]([Cl:44])[CH:24]=3)=[N:18][CH:17]=[N:16][C:15]=2[CH:14]=[CH:13]1)(=[O:8])[C:2]1[CH:7]=[CH:6][CH:5]=[CH:4][CH:3]=1, predict the reactants needed to synthesize it. The reactants are: [C:1]([O:9][CH2:10][CH2:11][N:12]1[C:20]2[C:19](Cl)=[N:18][CH:17]=[N:16][C:15]=2[CH:14]=[CH:13]1)(=[O:8])[C:2]1[CH:7]=[CH:6][CH:5]=[CH:4][CH:3]=1.[NH2:22][C:23]1[CH:43]=[CH:42][C:26]([O:27][C:28]2[CH:36]=[CH:35][CH:34]=[C:33]3[C:29]=2[CH2:30][C:31](=[O:41])[N:32]3[CH2:37][CH:38]2[CH2:40][CH2:39]2)=[C:25]([Cl:44])[CH:24]=1.C(=O)([O-])O.[Na+]. (2) Given the product [CH3:13][N:14]([CH3:15])[C:4]1[CH:3]=[C:2]([NH2:1])[C:7]([N+:8]([O-:10])=[O:9])=[CH:6][N:5]=1, predict the reactants needed to synthesize it. The reactants are: [NH2:1][C:2]1[C:7]([N+:8]([O-:10])=[O:9])=[CH:6][N:5]=[C:4](Cl)[CH:3]=1.Cl.[CH3:13][NH:14][CH3:15].C(N(CC)CC)C.